From a dataset of Catalyst prediction with 721,799 reactions and 888 catalyst types from USPTO. Predict which catalyst facilitates the given reaction. (1) Reactant: Br[C:2]1[CH:3]=[CH:4][C:5]([F:21])=[C:6]([C@@:8]2([CH3:20])[N:16]=[C:15]([NH2:17])[C:11]3([CH2:14][CH2:13][CH2:12]3)[S:10](=[O:19])(=[O:18])[CH2:9]2)[CH:7]=1.N. Product: [F:21][C:5]1[CH:4]=[CH:3][CH:2]=[CH:7][C:6]=1[C@@:8]1([CH3:20])[N:16]=[C:15]([NH2:17])[C:11]2([CH2:12][CH2:13][CH2:14]2)[S:10](=[O:19])(=[O:18])[CH2:9]1. The catalyst class is: 19. (2) The catalyst class is: 9. Product: [O:1]1[CH2:5][CH2:4][O:3][CH:2]1[C:6]1[CH:7]=[C:8]([C:12](=[O:14])[CH2:13][C:17]([O:18][CH3:19])=[O:20])[CH:9]=[CH:10][CH:11]=1. Reactant: [O:1]1[CH2:5][CH2:4][O:3][CH:2]1[C:6]1[CH:7]=[C:8]([C:12](=[O:14])[CH3:13])[CH:9]=[CH:10][CH:11]=1.[H-].[Na+].[C:17](=O)([O:20]C)[O:18][CH3:19].[NH4+].[Cl-]. (3) Reactant: Br[C:2]1[CH2:6][CH2:5][C@H:4]([CH2:7][CH2:8][CH2:9][C:10]2[S:14][C:13]([C:15]([OH:17])=[O:16])=[CH:12][CH:11]=2)[C:3]=1[C:18]1[CH:23]=[CH:22][C:21]([CH:24]([OH:30])[CH2:25][CH2:26][CH2:27][CH2:28][CH3:29])=[CH:20][CH:19]=1.[Li]C(C)(C)C.[NH4+].[Cl-]. Product: [OH:30][CH:24]([C:21]1[CH:22]=[CH:23][C:18]([C:3]2[C@@H:4]([CH2:7][CH2:8][CH2:9][C:10]3[S:14][C:13]([C:15]([OH:17])=[O:16])=[CH:12][CH:11]=3)[CH2:5][CH2:6][CH:2]=2)=[CH:19][CH:20]=1)[CH2:25][CH2:26][CH2:27][CH2:28][CH3:29]. The catalyst class is: 1. (4) The catalyst class is: 8. Reactant: C[O:2][C:3](=[O:27])[CH:4]([C:11]1[CH:16]=[CH:15][C:14]([N:17]2[C:21]([CH3:22])=[N:20][N:19]=[N:18]2)=[C:13]([C:23]([F:26])([F:25])[F:24])[CH:12]=1)[CH2:5][CH:6]1[CH2:10][CH2:9][CH2:8][CH2:7]1.[OH-].[Na+]. Product: [CH:6]1([CH2:5][CH:4]([C:11]2[CH:16]=[CH:15][C:14]([N:17]3[C:21]([CH3:22])=[N:20][N:19]=[N:18]3)=[C:13]([C:23]([F:24])([F:26])[F:25])[CH:12]=2)[C:3]([OH:27])=[O:2])[CH2:10][CH2:9][CH2:8][CH2:7]1. (5) Reactant: [C:1]1([N:7]2[C:11]([B:12]([OH:14])[OH:13])=[CH:10][CH:9]=[N:8]2)[CH:6]=[CH:5][CH:4]=[CH:3][CH:2]=1.O[C:16]([C:19](O)([CH3:21])[CH3:20])([CH3:18])[CH3:17]. Product: [C:1]1([N:7]2[C:11]([B:12]3[O:13][C:19]([CH3:21])([CH3:20])[C:16]([CH3:18])([CH3:17])[O:14]3)=[CH:10][CH:9]=[N:8]2)[CH:2]=[CH:3][CH:4]=[CH:5][CH:6]=1. The catalyst class is: 11.